The task is: Binary Classification. Given a T-cell receptor sequence (or CDR3 region) and an epitope sequence, predict whether binding occurs between them.. This data is from TCR-epitope binding with 47,182 pairs between 192 epitopes and 23,139 TCRs. (1) The epitope is AYILFTRFFYV. The TCR CDR3 sequence is CSVNDLYGRAVDTQYF. Result: 0 (the TCR does not bind to the epitope). (2) The TCR CDR3 sequence is CASSPPGVYNEQFF. The epitope is RAKFKQLL. Result: 1 (the TCR binds to the epitope). (3) The epitope is FQPTNGVGY. The TCR CDR3 sequence is CASSPAWGAGQETQYF. Result: 1 (the TCR binds to the epitope). (4) The epitope is AIMTRCLAV. The TCR CDR3 sequence is CASTAEGETQYF. Result: 0 (the TCR does not bind to the epitope).